Dataset: Catalyst prediction with 721,799 reactions and 888 catalyst types from USPTO. Task: Predict which catalyst facilitates the given reaction. (1) Reactant: [CH3:1][O:2][C:3](=[O:19])[C:4]([C:12]1[CH:17]=[CH:16][C:15]([Br:18])=[CH:14][CH:13]=1)([CH:9]([CH3:11])[CH3:10])[CH2:5][CH2:6][CH2:7]Br.[C:20]1([N:26]2[CH2:31][CH2:30][NH:29][CH2:28][CH2:27]2)[CH:25]=[CH:24][CH:23]=[CH:22][CH:21]=1.N1CCNCC1.CCN(CC)CC.I([O-])(=O)=O.[Na+]. Product: [CH3:1][O:2][C:3](=[O:19])[C:4]([C:12]1[CH:17]=[CH:16][C:15]([Br:18])=[CH:14][CH:13]=1)([CH:9]([CH3:11])[CH3:10])[CH2:5][CH2:6][CH2:7][N:29]1[CH2:30][CH2:31][N:26]([C:20]2[CH:25]=[CH:24][CH:23]=[CH:22][CH:21]=2)[CH2:27][CH2:28]1. The catalyst class is: 10. (2) Reactant: [F:1][C:2]1[CH:7]=[CH:6][C:5]([C:8]2[C:15]([C:16]3[CH:21]=[CH:20][CH:19]=[CH:18][CH:17]=3)=[C:14]3[N:10]([CH2:11][CH2:12][CH2:13]3)[CH:9]=2)=[CH:4][CH:3]=1.[Cl:22]N1C(=O)CCC1=O. Product: [Cl:22][C:9]1[N:10]2[C:14](=[C:15]([C:16]3[CH:17]=[CH:18][CH:19]=[CH:20][CH:21]=3)[C:8]=1[C:5]1[CH:4]=[CH:3][C:2]([F:1])=[CH:7][CH:6]=1)[CH2:13][CH2:12][CH2:11]2. The catalyst class is: 1. (3) Reactant: [CH2:1]([CH:3]([C:16](=O)[CH3:17])[C:4]([NH:6][CH2:7][CH2:8][C:9]1[CH:14]=[CH:13][CH:12]=[C:11]([F:15])[CH:10]=1)=[O:5])[CH3:2].[NH3:19].[Al+3].[Cl-].[Cl-].[Cl-]. The catalyst class is: 27. Product: [NH2:19]/[C:16](/[CH3:17])=[C:3](/[CH2:1][CH3:2])\[C:4]([NH:6][CH2:7][CH2:8][C:9]1[CH:14]=[CH:13][CH:12]=[C:11]([F:15])[CH:10]=1)=[O:5]. (4) Reactant: [F:1][C:2]1[CH:7]=[CH:6][CH:5]=[C:4]([F:8])[C:3]=1[N:9]1[C:14]2[N:15]=[C:16]([N:29]3[CH2:34][CH2:33][CH:32]([N:35]4[CH2:40][CH2:39][CH:38]([CH3:41])[CH2:37][CH2:36]4)[CH2:31][CH2:30]3)[N:17]=[C:18]([C:19]3[CH:20]=[C:21]([CH:25]=[CH:26][C:27]=3[CH3:28])[C:22]([OH:24])=O)[C:13]=2[CH:12]=[CH:11][C:10]1=[O:42].[CH3:43][N:44](C(ON1N=NC2C=CC=CC1=2)=[N+](C)C)[CH3:45].F[P-](F)(F)(F)(F)F.C(N(CC)CC)C.CNC. Product: [F:8][C:4]1[CH:5]=[CH:6][CH:7]=[C:2]([F:1])[C:3]=1[N:9]1[C:14]2[N:15]=[C:16]([N:29]3[CH2:34][CH2:33][CH:32]([N:35]4[CH2:36][CH2:37][CH:38]([CH3:41])[CH2:39][CH2:40]4)[CH2:31][CH2:30]3)[N:17]=[C:18]([C:19]3[CH:20]=[C:21]([CH:25]=[CH:26][C:27]=3[CH3:28])[C:22]([N:44]([CH3:45])[CH3:43])=[O:24])[C:13]=2[CH:12]=[CH:11][C:10]1=[O:42]. The catalyst class is: 198. (5) Reactant: [CH3:1][O:2][C:3]1[CH:4]=[C:5]([CH:14]=[CH:15][CH:16]=1)[C:6]([C:8]1[CH:13]=[CH:12][CH:11]=[CH:10][CH:9]=1)=O.Br[CH2:18][C:19]([O:21][CH3:22])=[O:20]. Product: [CH3:1][O:2][C:3]1[CH:4]=[C:5]([C:6]([C:8]2[CH:13]=[CH:12][CH:11]=[CH:10][CH:9]=2)=[CH:18][C:19]([O:21][CH3:22])=[O:20])[CH:14]=[CH:15][CH:16]=1. The catalyst class is: 48. (6) Reactant: C([O:3][C:4](=[O:38])[CH2:5][CH2:6][NH:7][C:8]([C:10]1[N:15]=[CH:14][C:13]([NH:16][CH:17]([C:22]2[CH:27]=[CH:26][C:25]([C:28]3[CH:33]=[CH:32][C:31]([C:34]([F:37])([F:36])[F:35])=[CH:30][CH:29]=3)=[CH:24][CH:23]=2)[CH2:18][CH:19]([CH3:21])[CH3:20])=[CH:12][N:11]=1)=[O:9])C.FC(F)(F)C1C=CC(C2N=CC(C=O)=CN=2)=CC=1.[OH-].[Na+].Cl. Product: [CH3:20][CH:19]([CH3:21])[CH2:18][CH:17]([NH:16][C:13]1[CH:12]=[N:11][C:10]([C:8]([NH:7][CH2:6][CH2:5][C:4]([OH:38])=[O:3])=[O:9])=[N:15][CH:14]=1)[C:22]1[CH:27]=[CH:26][C:25]([C:28]2[CH:29]=[CH:30][C:31]([C:34]([F:36])([F:35])[F:37])=[CH:32][CH:33]=2)=[CH:24][CH:23]=1. The catalyst class is: 83.